Predict which catalyst facilitates the given reaction. From a dataset of Catalyst prediction with 721,799 reactions and 888 catalyst types from USPTO. (1) Reactant: [CH3:1][O:2][C:3]([C@H:5]1[CH2:10][CH2:9][C@H:8]([C:11]([OH:13])=O)[CH2:7][CH2:6]1)=[O:4].[C:14](Cl)(=O)C(Cl)=O.C[Si](C=[N+]=[N-])(C)C.[BrH:27].C(=O)(O)[O-].[Na+]. Product: [Br:27][CH2:14][C:11]([C@H:8]1[CH2:7][CH2:6][C@H:5]([C:3]([O:2][CH3:1])=[O:4])[CH2:10][CH2:9]1)=[O:13]. The catalyst class is: 139. (2) Reactant: C[O:2][C:3](=[O:32])[C@H:4]([CH2:16][C:17]1[CH:22]=[CH:21][C:20]([C:23]2[C:24](=[O:31])[N:25]([CH3:30])[CH:26]=[C:27]([Cl:29])[CH:28]=2)=[CH:19][CH:18]=1)[NH:5][C:6]([C:8]1[C:13]([CH3:14])=[CH:12][CH:11]=[CH:10][C:9]=1[Cl:15])=[O:7].O.[OH-].[Li+].C(OCC)(=O)C. Product: [Cl:15][C:9]1[CH:10]=[CH:11][CH:12]=[C:13]([CH3:14])[C:8]=1[C:6]([NH:5][C@H:4]([C:3]([OH:32])=[O:2])[CH2:16][C:17]1[CH:22]=[CH:21][C:20]([C:23]2[C:24](=[O:31])[N:25]([CH3:30])[CH:26]=[C:27]([Cl:29])[CH:28]=2)=[CH:19][CH:18]=1)=[O:7]. The catalyst class is: 20. (3) Reactant: [Cl:1][C:2]1[CH:7]=[CH:6][N:5]=[C:4]([NH:8][C:9](=[O:15])[O:10][C:11]([CH3:14])([CH3:13])[CH3:12])[CH:3]=1.[Li]CCCC.CCCCCC.CN([CH:30]=[O:31])C. Product: [Cl:1][C:2]1[CH:7]=[CH:6][N:5]=[C:4]([NH:8][C:9](=[O:15])[O:10][C:11]([CH3:12])([CH3:14])[CH3:13])[C:3]=1[CH:30]=[O:31]. The catalyst class is: 1. (4) Reactant: [CH3:1][O:2][C:3]1[C:8]([C:9]2[CH:14]=[CH:13][C:12]([O:15][C:16]3[CH:21]=[CH:20][N:19]=[C:18]([C:22]4[CH:23]=[N:24][N:25]([CH3:27])[CH:26]=4)[CH:17]=3)=[C:11]([CH3:28])[N:10]=2)=[CH:7][N:6]=[C:5](SC)[N:4]=1.C1C=C(Cl)C=C(C(OO)=O)C=1.Cl.[NH2:43][CH:44]1[CH2:49][CH2:48][O:47][CH2:46][CH2:45]1. Product: [CH3:1][O:2][C:3]1[C:8]([C:9]2[CH:14]=[CH:13][C:12]([O:15][C:16]3[CH:21]=[CH:20][N:19]=[C:18]([C:22]4[CH:23]=[N:24][N:25]([CH3:27])[CH:26]=4)[CH:17]=3)=[C:11]([CH3:28])[N:10]=2)=[CH:7][N:6]=[C:5]([NH:43][CH:44]2[CH2:49][CH2:48][O:47][CH2:46][CH2:45]2)[N:4]=1. The catalyst class is: 2.